Task: Predict the reaction yield, written as a fraction of the theoretical maximum amount of product (1.0 means a 100% yield; for example, 0.34 means a 34% yield).. Dataset: Reaction yield outcomes from USPTO patents with 853,638 reactions (1) The reactants are [N+:1]([C:4]1[CH:9]=[CH:8][C:7]([NH:10][NH:11][C:12]([CH:14]2[CH2:18][CH2:17][CH2:16][O:15]2)=O)=[CH:6][CH:5]=1)([O-:3])=[O:2].C1(P(C2C=CC=CC=2)C2C=CC=CC=2)C=CC=CC=1.C(Cl)(Cl)(Cl)[Cl:39]. The catalyst is C(Cl)Cl.C(#N)C. The product is [N+:1]([C:4]1[CH:9]=[CH:8][C:7]([NH:10][N:11]=[C:12]([Cl:39])[CH:14]2[CH2:18][CH2:17][CH2:16][O:15]2)=[CH:6][CH:5]=1)([O-:3])=[O:2]. The yield is 0.340. (2) The reactants are [Cl:1][C:2]1[C:7]([C:8]2[CH:13]=[CH:12][CH:11]=[CH:10][CH:9]=2)=[C:6]([N:14]2[CH2:19][CH2:18][CH:17]([CH3:20])[CH2:16][CH2:15]2)[N:5]=[C:4](S(C)(=O)=O)[N:3]=1.C(=O)([O-])[O-].[K+].[K+].[CH3:31][NH:32][C:33]#[N:34].C(OCC)(=O)C. The catalyst is CN(C)C=O.O. The product is [Cl:1][C:2]1[C:7]([C:8]2[CH:13]=[CH:12][CH:11]=[CH:10][CH:9]=2)=[C:6]([N:14]2[CH2:19][CH2:18][CH:17]([CH3:20])[CH2:16][CH2:15]2)[N:5]=[C:4]([N:32]([C:33]#[N:34])[CH3:31])[N:3]=1. The yield is 0.840. (3) The reactants are [Cl:1][C:2]1[CH:7]=[CH:6][C:5]([C:8]2[N:12]([C:13]3[CH:18]=[CH:17][C:16]([S:19]([NH2:22])(=[O:21])=[O:20])=[CH:15][CH:14]=3)[N:11]=[C:10](CC#N)[CH:9]=2)=[CH:4][CH:3]=1.Cl.[Li+].[OH-:28].[CH2:29]([OH:31])[CH3:30]. The catalyst is O. The product is [NH2:22][S:19]([C:16]1[CH:17]=[CH:18][C:13]([N:12]2[C:8]([C:5]3[CH:6]=[CH:7][C:2]([Cl:1])=[CH:3][CH:4]=3)=[CH:9][C:10]([CH2:30][C:29]([OH:28])=[O:31])=[N:11]2)=[CH:14][CH:15]=1)(=[O:21])=[O:20]. The yield is 0.760. (4) The product is [Cl:8][C:9]([O:5][CH2:4][CH2:3][Si:2]([CH3:7])([CH3:6])[CH3:1])=[O:11]. The reactants are [CH3:1][Si:2]([CH3:7])([CH3:6])[CH2:3][CH2:4][OH:5].[Cl:8][C:9](Cl)([O:11]C(=O)OC(Cl)(Cl)Cl)Cl. No catalyst specified. The yield is 0.750. (5) The reactants are [CH2:1]([O:3][C:4](=[O:12])[CH:5]([CH3:11])[C:6]([O:8][CH2:9][CH3:10])=[O:7])[CH3:2].[H-].[Na+].BrC[CH:17]=[C:18]([CH3:20])[CH3:19].O1CCC[CH2:22]1. No catalyst specified. The product is [CH2:1]([O:3][C:4](=[O:12])[C:5]([CH3:22])([CH2:11][CH:17]=[C:18]([CH3:20])[CH3:19])[C:6]([O:8][CH2:9][CH3:10])=[O:7])[CH3:2]. The yield is 0.790. (6) The catalyst is C1COCC1.CN(C1C=CN=CC=1)C. The product is [CH2:31]([C:33]1[CH:38]=[CH:37][C:36]([NH:39][C:40](=[O:41])[O:1][CH2:2][C:3]2([C:20](=[O:30])[NH:21][CH2:22][C:23]3[C:28]([CH3:29])=[CH:27][CH:26]=[CH:25][N:24]=3)[CH2:4][CH2:5][N:6]([C:9](=[O:19])[CH2:10][NH:11][C:12]([O:13][C:14]([CH3:17])([CH3:16])[CH3:15])=[O:18])[CH2:7][CH2:8]2)=[CH:35][CH:34]=1)[CH3:32]. The yield is 0.440. The reactants are [OH:1][CH2:2][C:3]1([C:20](=[O:30])[NH:21][CH2:22][C:23]2[C:28]([CH3:29])=[CH:27][CH:26]=[CH:25][N:24]=2)[CH2:8][CH2:7][N:6]([C:9](=[O:19])[CH2:10][NH:11][C:12](=[O:18])[O:13][C:14]([CH3:17])([CH3:16])[CH3:15])[CH2:5][CH2:4]1.[CH2:31]([C:33]1[CH:38]=[CH:37][C:36]([N:39]=[C:40]=[O:41])=[CH:35][CH:34]=1)[CH3:32].